This data is from Forward reaction prediction with 1.9M reactions from USPTO patents (1976-2016). The task is: Predict the product of the given reaction. (1) Given the reactants Br[C:2]1[CH:3]=[C:4]([CH2:9][NH:10][C:11]([C:13]2[CH:18]=[CH:17][CH:16]=[C:15]([C:19]([NH:21][CH2:22][C:23]3[C:24]([NH:36][CH:37]4[CH2:42][CH2:41][O:40][CH2:39][CH2:38]4)=[C:25]4[CH:33]=[N:32][N:31]([CH2:34][CH3:35])[C:26]4=[N:27][C:28]=3[CH2:29][CH3:30])=[O:20])[CH:14]=2)=[O:12])[CH:5]=[CH:6][C:7]=1[F:8].CC1(C)C(C)(C)OB([C:51]2[CH:52]=[C:53]([CH2:57][CH:58]3[CH2:63][CH2:62][N:61](C(OC(C)(C)C)=O)[CH2:60][CH2:59]3)[CH:54]=[CH:55][CH:56]=2)O1.C([O-])([O-])=O.[K+].[K+], predict the reaction product. The product is: [CH2:34]([N:31]1[C:26]2=[N:27][C:28]([CH2:29][CH3:30])=[C:23]([CH2:22][NH:21][C:19]([C:15]3[CH:16]=[CH:17][CH:18]=[C:13]([C:11]([NH:10][CH2:9][C:4]4[CH:3]=[C:2]([C:55]5[CH:56]=[CH:51][CH:52]=[C:53]([CH2:57][CH:58]6[CH2:63][CH2:62][NH:61][CH2:60][CH2:59]6)[CH:54]=5)[C:7]([F:8])=[CH:6][CH:5]=4)=[O:12])[CH:14]=3)=[O:20])[C:24]([NH:36][CH:37]3[CH2:42][CH2:41][O:40][CH2:39][CH2:38]3)=[C:25]2[CH:33]=[N:32]1)[CH3:35]. (2) Given the reactants [C:1]([CH:4]([C:14]1[N:22]2[C:17]([C:18](=[O:34])[NH:19][C:20]([CH2:23][C:24]3[CH:29]=[CH:28][C:27]([O:30][CH3:31])=[C:26]([O:32][CH3:33])[CH:25]=3)=[N:21]2)=[C:16]([CH3:35])[N:15]=1)[CH2:5][CH2:6][CH2:7][C:8]1[CH:13]=[CH:12][CH:11]=[CH:10][CH:9]=1)(=[O:3])[CH3:2].[BH4-].[Na+], predict the reaction product. The product is: [CH3:33][O:32][C:26]1[CH:25]=[C:24]([CH:29]=[CH:28][C:27]=1[O:30][CH3:31])[CH2:23][C:20]1[NH:19][C:18](=[O:34])[C:17]2=[C:16]([CH3:35])[N:15]=[C:14]([CH:4]([CH:1]([OH:3])[CH3:2])[CH2:5][CH2:6][CH2:7][C:8]3[CH:9]=[CH:10][CH:11]=[CH:12][CH:13]=3)[N:22]2[N:21]=1. (3) Given the reactants [CH3:1][C:2]1([CH3:39])[N:6]([C:7]([O:9][C:10]([CH3:13])([CH3:12])[CH3:11])=[O:8])[C@@:5]([CH3:38])([C:14]2[S:15][C:16]([C:19]3[CH:24]=[CH:23][C:22]([O:25][CH2:26][CH2:27][CH2:28][CH2:29][CH2:30][CH2:31][CH2:32][CH3:33])=[C:21]([C:34]([F:37])([F:36])[F:35])[CH:20]=3)=[N:17][N:18]=2)[CH2:4][O:3]1.[C:40](#N)[CH3:41].O, predict the reaction product. The product is: [CH3:39][C:2]1([CH3:1])[N:6]([C:7]([O:9][C:10]([CH3:11])([CH3:12])[CH3:13])=[O:8])[C@@:5]([CH3:38])([C:14]2[S:15][C:16]([C:19]3[CH:24]=[CH:23][C:22]([O:25][CH2:26][CH2:27][CH2:28][CH2:29][C:30]4[CH:41]=[CH:40][CH:33]=[CH:32][CH:31]=4)=[C:21]([C:34]([F:37])([F:36])[F:35])[CH:20]=3)=[N:17][N:18]=2)[CH2:4][O:3]1. (4) Given the reactants [C:1]([O-:4])(=[O:3])[CH3:2].[Na+].[CH2:6](O)C.[O:9]1[C:19]2[C:14](=[CH:15][CH:16]=[CH:17][CH:18]=2)[C:12](=[O:13])[CH:11]([C:20]2[CH:21]=[CH:22][CH:23]=[C:24]3[C:29]=2[O:28][CH:27]([C:30]2[CH:35]=[CH:34][CH:33]=[CH:32][CH:31]=2)[CH2:26][C:25]3=[O:36])[CH:10]1[C:37]1[CH:42]=[CH:41][CH:40]=[CH:39][CH:38]=1, predict the reaction product. The product is: [O:9]1[C:19]2[C:14](=[CH:15][CH:16]=[CH:17][CH:18]=2)[C:12](=[O:13])[CH:11]([C:20]2[CH:21]=[CH:22][CH:23]=[C:24]3[C:29]=2[O:28][CH:27]([C:30]2[CH:31]=[CH:32][CH:33]=[CH:34][CH:35]=2)[CH2:26][C:25]3=[O:36])[CH:10]1[C:37]1[CH:38]=[CH:39][CH:40]=[CH:41][CH:42]=1.[CH3:2][C:1]1([CH3:6])[O:4][O:3]1. (5) Given the reactants Br[C:2]1[CH:3]=[N:4][CH:5]=[C:6]([CH:10]=1)[C:7]([OH:9])=[O:8].C(=O)([O-])[O-].[Na+].[Na+].[OH:17][CH2:18][C:19]1[CH:24]=[CH:23][C:22](B(O)O)=[CH:21][CH:20]=1, predict the reaction product. The product is: [OH:17][CH2:18][C:19]1[CH:24]=[CH:23][C:22]([C:2]2[CH:10]=[C:6]([C:7]([OH:9])=[O:8])[CH:5]=[N:4][CH:3]=2)=[CH:21][CH:20]=1. (6) Given the reactants O1CCCC1.[Si]([O:23][CH2:24][C:25]1[CH:26]=[C:27]([F:41])[C:28]([CH:31]([C:33]2[CH:38]=[C:37]([F:39])[CH:36]=[CH:35][C:34]=2[F:40])[OH:32])=[N:29][CH:30]=1)(C(C)(C)C)(C1C=CC=CC=1)C1C=CC=CC=1.[F-].C([N+](CCCC)(CCCC)CCCC)CCC.CCCCCC, predict the reaction product. The product is: [F:40][C:34]1[CH:35]=[CH:36][C:37]([F:39])=[CH:38][C:33]=1[CH:31]([C:28]1[C:27]([F:41])=[CH:26][C:25]([CH2:24][OH:23])=[CH:30][N:29]=1)[OH:32]. (7) Given the reactants [Cl:1][C:2]1[CH:9]=[C:8]([Cl:10])[CH:7]=[CH:6][C:3]=1[CH:4]=O.[C:11]([NH:14][NH2:15])([NH2:13])=[NH:12].Cl, predict the reaction product. The product is: [ClH:1].[Cl:1][C:2]1[CH:9]=[C:8]([Cl:10])[CH:7]=[CH:6][C:3]=1[CH:4]=[N:15][NH:14][C:11]([NH2:13])=[NH:12].